Dataset: Forward reaction prediction with 1.9M reactions from USPTO patents (1976-2016). Task: Predict the product of the given reaction. (1) Given the reactants [Br:1][C:2]1[C:3]([CH3:10])=[C:4]([CH:8]=O)[NH:5][C:6]=1[CH3:7].[OH:11][N:12]1[C:20]2[C:15](=[CH:16][CH:17]=[CH:18][CH:19]=2)[CH2:14][C:13]1=[O:21], predict the reaction product. The product is: [Br:1][C:2]1[C:3]([CH3:10])=[C:4]([CH:8]=[C:14]2[C:15]3[C:20](=[CH:19][CH:18]=[CH:17][CH:16]=3)[N:12]([OH:11])[C:13]2=[O:21])[NH:5][C:6]=1[CH3:7]. (2) Given the reactants [F:1][C:2]1[CH:3]=[C:4]([OH:8])[CH:5]=[CH:6][CH:7]=1.[Mg+2].[Cl-].[Cl-].[CH2:12]=[O:13], predict the reaction product. The product is: [F:1][C:2]1[CH:7]=[CH:6][C:5]([CH:12]=[O:13])=[C:4]([OH:8])[CH:3]=1.